Dataset: Catalyst prediction with 721,799 reactions and 888 catalyst types from USPTO. Task: Predict which catalyst facilitates the given reaction. (1) Reactant: [C:1]1([C:7]2[O:8][C:9]([C:16]3[CH:17]=[N:18][CH:19]=[CH:20][CH:21]=3)=[C:10]([C:12](OC)=[O:13])[N:11]=2)[CH:6]=[CH:5][CH:4]=[CH:3][CH:2]=1.[H-].[Al+3].[Li+].[H-].[H-].[H-].OS([O-])(=O)=O.[K+].[OH-].[Na+]. Product: [C:1]1([C:7]2[O:8][C:9]([C:16]3[CH:17]=[N:18][CH:19]=[CH:20][CH:21]=3)=[C:10]([CH2:12][OH:13])[N:11]=2)[CH:2]=[CH:3][CH:4]=[CH:5][CH:6]=1. The catalyst class is: 20. (2) Reactant: [Cl:1][C:2]1[CH:7]=[CH:6][C:5]([N:8]2[C:13](=[O:14])[CH:12]=[C:11]([C:15]([F:18])([F:17])[F:16])[N:10]([CH3:19])[C:9]2=[O:20])=[CH:4][C:3]=1I.[C:22]([O:26][CH2:27][C:28]([F:31])([F:30])[F:29])(=[O:25])[CH:23]=[CH2:24].C([O-])(=O)C.[Na+].O. Product: [Cl:1][C:2]1[CH:7]=[CH:6][C:5]([N:8]2[C:13](=[O:14])[CH:12]=[C:11]([C:15]([F:18])([F:17])[F:16])[N:10]([CH3:19])[C:9]2=[O:20])=[CH:4][C:3]=1[CH:24]=[CH:23][C:22]([O:26][CH2:27][C:28]([F:31])([F:30])[F:29])=[O:25]. The catalyst class is: 613.